This data is from NCI-60 drug combinations with 297,098 pairs across 59 cell lines. The task is: Regression. Given two drug SMILES strings and cell line genomic features, predict the synergy score measuring deviation from expected non-interaction effect. (1) Drug 1: CC1=C(C=C(C=C1)NC2=NC=CC(=N2)N(C)C3=CC4=NN(C(=C4C=C3)C)C)S(=O)(=O)N.Cl. Drug 2: CCC1(CC2CC(C3=C(CCN(C2)C1)C4=CC=CC=C4N3)(C5=C(C=C6C(=C5)C78CCN9C7C(C=CC9)(C(C(C8N6C=O)(C(=O)OC)O)OC(=O)C)CC)OC)C(=O)OC)O.OS(=O)(=O)O. Cell line: 786-0. Synergy scores: CSS=7.81, Synergy_ZIP=13.9, Synergy_Bliss=17.9, Synergy_Loewe=4.67, Synergy_HSA=16.8. (2) Drug 1: CN(C)N=NC1=C(NC=N1)C(=O)N. Drug 2: CC1=C(C(=CC=C1)Cl)NC(=O)C2=CN=C(S2)NC3=CC(=NC(=N3)C)N4CCN(CC4)CCO. Cell line: ACHN. Synergy scores: CSS=21.9, Synergy_ZIP=-4.11, Synergy_Bliss=1.31, Synergy_Loewe=-6.52, Synergy_HSA=1.20. (3) Drug 1: CC1=CC2C(CCC3(C2CCC3(C(=O)C)OC(=O)C)C)C4(C1=CC(=O)CC4)C. Drug 2: C1CC(=O)NC(=O)C1N2C(=O)C3=CC=CC=C3C2=O. Cell line: MCF7. Synergy scores: CSS=-14.0, Synergy_ZIP=4.52, Synergy_Bliss=-3.39, Synergy_Loewe=-14.2, Synergy_HSA=-14.5. (4) Drug 1: CC1C(C(CC(O1)OC2CC(CC3=C2C(=C4C(=C3O)C(=O)C5=C(C4=O)C(=CC=C5)OC)O)(C(=O)CO)O)N)O.Cl. Drug 2: CN(C)N=NC1=C(NC=N1)C(=O)N. Cell line: MALME-3M. Synergy scores: CSS=1.24, Synergy_ZIP=0.586, Synergy_Bliss=2.44, Synergy_Loewe=-1.55, Synergy_HSA=0.0398. (5) Drug 1: CCCS(=O)(=O)NC1=C(C(=C(C=C1)F)C(=O)C2=CNC3=C2C=C(C=N3)C4=CC=C(C=C4)Cl)F. Drug 2: CS(=O)(=O)C1=CC(=C(C=C1)C(=O)NC2=CC(=C(C=C2)Cl)C3=CC=CC=N3)Cl. Cell line: SR. Synergy scores: CSS=15.3, Synergy_ZIP=-7.15, Synergy_Bliss=-3.26, Synergy_Loewe=-1.29, Synergy_HSA=-1.60. (6) Drug 1: CCC1(CC2CC(C3=C(CCN(C2)C1)C4=CC=CC=C4N3)(C5=C(C=C6C(=C5)C78CCN9C7C(C=CC9)(C(C(C8N6C)(C(=O)OC)O)OC(=O)C)CC)OC)C(=O)OC)O.OS(=O)(=O)O. Cell line: CAKI-1. Drug 2: C1=CC=C(C=C1)NC(=O)CCCCCCC(=O)NO. Synergy scores: CSS=41.1, Synergy_ZIP=-2.53, Synergy_Bliss=-4.05, Synergy_Loewe=-5.28, Synergy_HSA=-4.08. (7) Synergy scores: CSS=3.74, Synergy_ZIP=0.0941, Synergy_Bliss=0.798, Synergy_Loewe=-0.974, Synergy_HSA=-2.04. Cell line: EKVX. Drug 2: C1=NC2=C(N=C(N=C2N1C3C(C(C(O3)CO)O)O)F)N. Drug 1: C1CC(=O)NC(=O)C1N2CC3=C(C2=O)C=CC=C3N. (8) Drug 1: CC1CCC2CC(C(=CC=CC=CC(CC(C(=O)C(C(C(=CC(C(=O)CC(OC(=O)C3CCCCN3C(=O)C(=O)C1(O2)O)C(C)CC4CCC(C(C4)OC)O)C)C)O)OC)C)C)C)OC. Drug 2: CC(C)(C#N)C1=CC(=CC(=C1)CN2C=NC=N2)C(C)(C)C#N. Cell line: NCI-H460. Synergy scores: CSS=0.394, Synergy_ZIP=0.754, Synergy_Bliss=1.91, Synergy_Loewe=-0.791, Synergy_HSA=-0.366.